Task: Predict which catalyst facilitates the given reaction.. Dataset: Catalyst prediction with 721,799 reactions and 888 catalyst types from USPTO Product: [N:1]1([C:10]([Cl:12])=[O:11])[C:5]2[CH:6]=[CH:7][CH:8]=[CH:9][C:4]=2[N:3]=[N:2]1. Reactant: [NH:1]1[C:5]2[CH:6]=[CH:7][CH:8]=[CH:9][C:4]=2[N:3]=[N:2]1.[C:10](Cl)([Cl:12])=[O:11]. The catalyst class is: 207.